Task: Predict which catalyst facilitates the given reaction.. Dataset: Catalyst prediction with 721,799 reactions and 888 catalyst types from USPTO (1) Reactant: [CH3:1][N:2]1[C:6]([S:7][CH3:8])=[CH:5][C:4]([CH:9]([CH2:14][CH:15]2[CH2:20][CH2:19][O:18][CH2:17][CH2:16]2)[C:10]([O:12]C)=[O:11])=[N:3]1.[OH-].[Na+].O1CCCC1.Cl. Product: [CH3:1][N:2]1[C:6]([S:7][CH3:8])=[CH:5][C:4]([CH:9]([CH2:14][CH:15]2[CH2:20][CH2:19][O:18][CH2:17][CH2:16]2)[C:10]([OH:12])=[O:11])=[N:3]1. The catalyst class is: 5. (2) Reactant: C(O)C.[CH3:4][O:5][C:6]1[CH:15]=[C:14]2[C:9]([CH:10]=[CH:11][C:12](=[O:38])[N:13]2[CH2:16][CH2:17][CH2:18][C:19]2([C:33]([O:35]CC)=[O:34])[CH2:24][CH2:23][N:22]([CH2:25][CH2:26][S:27][C:28]3[S:29][CH:30]=[CH:31][CH:32]=3)[CH2:21][CH2:20]2)=[CH:8][CH:7]=1.[OH-].[Na+]. Product: [CH3:4][O:5][C:6]1[CH:15]=[C:14]2[C:9]([CH:10]=[CH:11][C:12](=[O:38])[N:13]2[CH2:16][CH2:17][CH2:18][C:19]2([C:33]([OH:35])=[O:34])[CH2:24][CH2:23][N:22]([CH2:25][CH2:26][S:27][C:28]3[S:29][CH:30]=[CH:31][CH:32]=3)[CH2:21][CH2:20]2)=[CH:8][CH:7]=1. The catalyst class is: 6. (3) Reactant: [O:1]1[CH2:6][CH:5]=[C:4]([C:7]2[CH:14]=[CH:13][C:10]([C:11]#[N:12])=[CH:9][CH:8]=2)[CH2:3][CH2:2]1. Product: [O:1]1[CH2:6][CH2:5][CH:4]([C:7]2[CH:14]=[CH:13][C:10]([C:11]#[N:12])=[CH:9][CH:8]=2)[CH2:3][CH2:2]1. The catalyst class is: 50. (4) Reactant: F[C:2]1[N:11]=[CH:10][C:9]2[C:8]([NH:12][C:13]3[CH:18]=[CH:17][CH:16]=[C:15]([Br:19])[CH:14]=3)=[N:7][CH:6]=[N:5][C:4]=2[CH:3]=1.[CH2:20]([N:22](CC)CC)C.Cl.[CH3:28]N. Product: [Br:19][C:15]1[CH:14]=[C:13]([N:12]([C:8]2[C:9]3[CH:10]=[N:11][C:2]([NH:22][CH3:20])=[CH:3][C:4]=3[N:5]=[CH:6][N:7]=2)[CH3:28])[CH:18]=[CH:17][CH:16]=1. The catalyst class is: 32.